Dataset: Forward reaction prediction with 1.9M reactions from USPTO patents (1976-2016). Task: Predict the product of the given reaction. Given the reactants [Cl:1][C:2]1[N:3]=[C:4]([N:11]2[CH2:16][CH2:15][O:14][CH2:13][CH2:12]2)[C:5]2[CH:10]=[CH:9][NH:8][C:6]=2[N:7]=1.Cl.[CH3:18][N:19]([CH3:23])[CH2:20][CH2:21]Cl.C([O-])([O-])=O.[Cs+].[Cs+].O, predict the reaction product. The product is: [Cl:1][C:2]1[N:3]=[C:4]([N:11]2[CH2:16][CH2:15][O:14][CH2:13][CH2:12]2)[C:5]2[CH:10]=[CH:9][N:8]([CH2:21][CH2:20][N:19]([CH3:23])[CH3:18])[C:6]=2[N:7]=1.